Dataset: Reaction yield outcomes from USPTO patents with 853,638 reactions. Task: Predict the reaction yield, written as a fraction of the theoretical maximum amount of product (1.0 means a 100% yield; for example, 0.34 means a 34% yield). The reactants are O[C:2]1([CH3:10])[CH:9]=[CH:8][CH:7]=[C:4]([CH:5]=[O:6])[CH2:3]1.[C:11]([O-:14])([O-])=O.[K+].[K+].FC1[CH:25]=[CH:24][C:21]([C:22]#[N:23])=[CH:20][CH:19]=1. The catalyst is CN(C=O)C. The product is [CH:5]([C:4]1[CH:7]=[CH:8][C:9]([O:14][C:11]2[CH:25]=[CH:24][C:21]([C:22]#[N:23])=[CH:20][CH:19]=2)=[C:2]([CH3:10])[CH:3]=1)=[O:6]. The yield is 0.520.